From a dataset of NCI-60 drug combinations with 297,098 pairs across 59 cell lines. Regression. Given two drug SMILES strings and cell line genomic features, predict the synergy score measuring deviation from expected non-interaction effect. (1) Drug 1: CC1=C2C(C(=O)C3(C(CC4C(C3C(C(C2(C)C)(CC1OC(=O)C(C(C5=CC=CC=C5)NC(=O)OC(C)(C)C)O)O)OC(=O)C6=CC=CC=C6)(CO4)OC(=O)C)OC)C)OC. Drug 2: CC1=C2C(C(=O)C3(C(CC4C(C3C(C(C2(C)C)(CC1OC(=O)C(C(C5=CC=CC=C5)NC(=O)C6=CC=CC=C6)O)O)OC(=O)C7=CC=CC=C7)(CO4)OC(=O)C)O)C)OC(=O)C. Cell line: A549. Synergy scores: CSS=74.3, Synergy_ZIP=5.67, Synergy_Bliss=5.10, Synergy_Loewe=9.83, Synergy_HSA=12.0. (2) Drug 1: CN(C)N=NC1=C(NC=N1)C(=O)N. Drug 2: CC1=C2C(C(=O)C3(C(CC4C(C3C(C(C2(C)C)(CC1OC(=O)C(C(C5=CC=CC=C5)NC(=O)OC(C)(C)C)O)O)OC(=O)C6=CC=CC=C6)(CO4)OC(=O)C)O)C)O. Cell line: SK-MEL-5. Synergy scores: CSS=21.0, Synergy_ZIP=-2.48, Synergy_Bliss=-2.19, Synergy_Loewe=-27.3, Synergy_HSA=-2.87. (3) Drug 1: CC12CCC3C(C1CCC2=O)CC(=C)C4=CC(=O)C=CC34C. Drug 2: CC1CCCC2(C(O2)CC(NC(=O)CC(C(C(=O)C(C1O)C)(C)C)O)C(=CC3=CSC(=N3)C)C)C. Cell line: SNB-19. Synergy scores: CSS=40.9, Synergy_ZIP=-1.08, Synergy_Bliss=-1.26, Synergy_Loewe=-1.30, Synergy_HSA=-1.30.